This data is from Reaction yield outcomes from USPTO patents with 853,638 reactions. The task is: Predict the reaction yield, written as a fraction of the theoretical maximum amount of product (1.0 means a 100% yield; for example, 0.34 means a 34% yield). (1) The reactants are [Cl:1][C:2]1[CH:7]=[C:6](/[CH:8]=[CH:9]/[CH:10]([C:15]2[CH:20]=[C:19]([Cl:21])[C:18]([Cl:22])=[C:17]([Cl:23])[CH:16]=2)[C:11]([F:14])([F:13])[F:12])[CH:5]=[CH:4][C:3]=1[CH2:24][NH2:25].[CH3:26][N:27]([CH3:31])[C:28](Cl)=[O:29]. The catalyst is C(Cl)Cl. The product is [Cl:1][C:2]1[CH:7]=[C:6](/[CH:8]=[CH:9]/[CH:10]([C:15]2[CH:20]=[C:19]([Cl:21])[C:18]([Cl:22])=[C:17]([Cl:23])[CH:16]=2)[C:11]([F:14])([F:13])[F:12])[CH:5]=[CH:4][C:3]=1[CH2:24][NH:25][C:28](=[O:29])[N:27]([CH3:31])[CH3:26]. The yield is 0.600. (2) The reactants are C(=O)([O-])[O-].[Cs+].[Cs+].C1C=CC(P(C2C(C3C(P(C4C=CC=CC=4)C4C=CC=CC=4)=CC=C4C=3C=CC=C4)=C3C(C=CC=C3)=CC=2)C2C=CC=CC=2)=CC=1.[C:53]1([CH2:59][CH2:60][CH2:61][NH:62][C:63]([C:65]2[N:70]=[CH:69][C:68](OS(C(F)(F)F)(=O)=O)=[CH:67][CH:66]=2)=[O:64])[CH:58]=[CH:57][CH:56]=[CH:55][CH:54]=1.[N:79]1([C:85]([C:87]2[CH:92]=[CH:91][CH:90]=[CH:89][C:88]=2[C:93]([F:96])([F:95])[F:94])=[O:86])[CH2:84][CH2:83][NH:82][CH2:81][CH2:80]1. The catalyst is C1(C)C=CC=CC=1.C([O-])(=O)C.C([O-])(=O)C.[Pd+2]. The product is [C:53]1([CH2:59][CH2:60][CH2:61][NH:62][C:63]([C:65]2[CH:66]=[CH:67][C:68]([N:82]3[CH2:83][CH2:84][N:79]([C:85](=[O:86])[C:87]4[CH:92]=[CH:91][CH:90]=[CH:89][C:88]=4[C:93]([F:96])([F:94])[F:95])[CH2:80][CH2:81]3)=[CH:69][N:70]=2)=[O:64])[CH:54]=[CH:55][CH:56]=[CH:57][CH:58]=1. The yield is 0.130. (3) The reactants are [NH2:1][C:2]1[CH:7]=[CH:6][C:5]([OH:8])=[CH:4][C:3]=1[F:9].C(=O)([O-])O.[Na+].Cl[C:16]([O:18][CH2:19][C:20]1[CH:25]=[CH:24][CH:23]=[CH:22][CH:21]=1)=[O:17]. The catalyst is O1CCCC1.O. The product is [F:9][C:3]1[CH:4]=[C:5]([OH:8])[CH:6]=[CH:7][C:2]=1[NH:1][C:16](=[O:17])[O:18][CH2:19][C:20]1[CH:25]=[CH:24][CH:23]=[CH:22][CH:21]=1. The yield is 0.920. (4) The reactants are [Br:1][C:2]1[CH:6]=[N:5][N:4]([CH3:7])[C:3]=1[C:8]1[CH:9]=[C:10]([NH2:16])[CH:11]=[CH:12][C:13]=1[O:14][CH3:15].[Cl:17][C:18]1[CH:23]=[CH:22][C:21]([N:24]=[C:25]=[S:26])=[CH:20][CH:19]=1. The catalyst is C(Cl)Cl. The product is [Br:1][C:2]1[CH:6]=[N:5][N:4]([CH3:7])[C:3]=1[C:8]1[CH:9]=[C:10]([NH:16][C:25]([NH:24][C:21]2[CH:22]=[CH:23][C:18]([Cl:17])=[CH:19][CH:20]=2)=[S:26])[CH:11]=[CH:12][C:13]=1[O:14][CH3:15]. The yield is 0.800.